From a dataset of Full USPTO retrosynthesis dataset with 1.9M reactions from patents (1976-2016). Predict the reactants needed to synthesize the given product. (1) Given the product [F:7][C:8]1([F:14])[CH2:13][CH2:12][N:4]([S:1]([NH2:5])(=[O:3])=[O:2])[CH2:10][CH2:9]1, predict the reactants needed to synthesize it. The reactants are: [S:1]([NH2:5])([NH2:4])(=[O:3])=[O:2].Cl.[F:7][C:8]1([F:14])[CH2:13][CH2:12]N[CH2:10][CH2:9]1.C(N(CC)C(C)C)(C)C. (2) Given the product [CH2:1]([Sn:5]([CH2:10][CH2:11][CH2:12][CH3:13])([CH2:6][CH2:7][CH2:8][CH3:9])[S:16][CH3:15])[CH2:2][CH2:3][CH3:4], predict the reactants needed to synthesize it. The reactants are: [CH2:1]([Sn:5](Cl)([CH2:10][CH2:11][CH2:12][CH3:13])[CH2:6][CH2:7][CH2:8][CH3:9])[CH2:2][CH2:3][CH3:4].[CH3:15][S-:16].[Na+]. (3) Given the product [C:19](=[O:20])([O:21][C:22]([CH3:25])([CH3:24])[CH3:23])[O:16][CH2:15][C@@H:14]([N:13]([C:12]([O:11][C:7]([CH3:10])([CH3:8])[CH3:9])=[O:18])[CH3:34])[CH3:17], predict the reactants needed to synthesize it. The reactants are: [H-].[Al+3].[Li+].[H-].[H-].[H-].[C:7]([O:11][C:12](=[O:18])[NH:13][CH:14]([CH3:17])[CH2:15][OH:16])([CH3:10])([CH3:9])[CH3:8].[C:19](O[C:19]([O:21][C:22]([CH3:25])([CH3:24])[CH3:23])=[O:20])([O:21][C:22]([CH3:25])([CH3:24])[CH3:23])=[O:20].[CH3:34]COC(C)=O. (4) Given the product [CH:13]1(/[CH:16]=[CH:17]/[C:2]2[CH:12]=[CH:11][C:5]([C:6]([O:8][CH2:9][CH3:10])=[O:7])=[CH:4][CH:3]=2)[CH2:15][CH2:14]1, predict the reactants needed to synthesize it. The reactants are: I[C:2]1[CH:12]=[CH:11][C:5]([C:6]([O:8][CH2:9][CH3:10])=[O:7])=[CH:4][CH:3]=1.[CH:13]1(/[CH:16]=[CH:17]/B2OC(C)(C)C(C)(C)O2)[CH2:15][CH2:14]1.[OH-].[Na+].O. (5) Given the product [Br:1][C:2]1[CH:15]=[CH:14][C:5]2[N:6]([CH2:29][O:28][CH2:27][CH2:26][Si:23]([CH3:25])([CH3:24])[CH3:22])[C:7](=[O:13])[N:8]([CH3:12])[S:9](=[O:10])(=[O:11])[C:4]=2[CH:3]=1, predict the reactants needed to synthesize it. The reactants are: [Br:1][C:2]1[CH:15]=[CH:14][C:5]2[NH:6][C:7](=[O:13])[N:8]([CH3:12])[S:9](=[O:11])(=[O:10])[C:4]=2[CH:3]=1.C([O-])([O-])=O.[K+].[K+].[CH3:22][Si:23]([CH2:26][CH2:27][O:28][CH2:29]Cl)([CH3:25])[CH3:24].O. (6) Given the product [CH:18]1([CH2:17][CH:8]([C:5]2[CH:4]=[CH:3][C:2]([NH:1][C:37]([CH2:36][O:35][C:32](=[O:34])[CH3:33])=[O:38])=[CH:7][CH:6]=2)[C:9](=[O:10])[NH:11][C:12]2[S:13][CH:14]=[CH:15][N:16]=2)[CH2:22][CH2:21][CH2:20][CH2:19]1, predict the reactants needed to synthesize it. The reactants are: [NH2:1][C:2]1[CH:7]=[CH:6][C:5]([CH:8]([CH2:17][CH:18]2[CH2:22][CH2:21][CH2:20][CH2:19]2)[C:9]([NH:11][C:12]2[S:13][CH:14]=[CH:15][N:16]=2)=[O:10])=[CH:4][CH:3]=1.C(N(CC)C(C)C)(C)C.[C:32]([O:35][CH2:36][C:37](Cl)=[O:38])(=[O:34])[CH3:33].